This data is from Experimental lipophilicity measurements (octanol/water distribution) for 4,200 compounds from AstraZeneca. The task is: Regression/Classification. Given a drug SMILES string, predict its absorption, distribution, metabolism, or excretion properties. Task type varies by dataset: regression for continuous measurements (e.g., permeability, clearance, half-life) or binary classification for categorical outcomes (e.g., BBB penetration, CYP inhibition). For this dataset (lipophilicity_astrazeneca), we predict Y. The drug is CN(C)CCCN1c2ccccc2Sc2ccccc21. The Y is 2.56 logD.